From a dataset of Catalyst prediction with 721,799 reactions and 888 catalyst types from USPTO. Predict which catalyst facilitates the given reaction. (1) Reactant: [Cl:1][C:2]1[CH:7]=[CH:6][C:5]([S:8]([N:11]([CH2:21][C:22]2[CH:31]=[CH:30][C:25]([C:26]([O:28]C)=[O:27])=[CH:24][CH:23]=2)[C@H:12]([C:15]2[CH:20]=[CH:19][CH:18]=[CH:17][CH:16]=2)[CH2:13][CH3:14])(=[O:10])=[O:9])=[CH:4][CH:3]=1.O.[OH-].[Li+].O. Product: [Cl:1][C:2]1[CH:3]=[CH:4][C:5]([S:8]([N:11]([CH2:21][C:22]2[CH:23]=[CH:24][C:25]([C:26]([OH:28])=[O:27])=[CH:30][CH:31]=2)[C@H:12]([C:15]2[CH:20]=[CH:19][CH:18]=[CH:17][CH:16]=2)[CH2:13][CH3:14])(=[O:9])=[O:10])=[CH:6][CH:7]=1. The catalyst class is: 1. (2) Reactant: [C:1]([N:4]1[CH:13]([CH:14]2[CH2:16][CH2:15]2)[CH:12]([CH3:17])[CH:11]([NH:18][C:19]2[CH:24]=[CH:23][CH:22]=[CH:21][CH:20]=2)[C:10]2[NH:9][C:8](=[O:25])[CH:7]=[CH:6][C:5]1=2)(=[O:3])[CH3:2].[F:26][C:27]([F:47])([F:46])[S:28](N(C1C=CC(Cl)=CN=1)[S:28]([C:27]([F:47])([F:46])[F:26])(=[O:30])=[O:29])(=[O:30])=[O:29].CCN(CC)CC. Product: [F:26][C:27]([F:47])([F:46])[S:28]([O:25][C:8]1[CH:7]=[CH:6][C:5]2[N:4]([C:1](=[O:3])[CH3:2])[CH:13]([CH:14]3[CH2:16][CH2:15]3)[CH:12]([CH3:17])[CH:11]([NH:18][C:19]3[CH:24]=[CH:23][CH:22]=[CH:21][CH:20]=3)[C:10]=2[N:9]=1)(=[O:30])=[O:29]. The catalyst class is: 79. (3) Reactant: [Cl:1][C:2]1[CH:28]=[CH:27][C:5]2[N:6]=[C:7]([NH:9][CH:10]3[CH2:14][CH2:13][N:12]([C:15]([C:17]4[C:22]([O:23][CH3:24])=[CH:21][CH:20]=[CH:19][C:18]=4[O:25][CH3:26])=[O:16])[CH2:11]3)[O:8][C:4]=2[CH:3]=1.CI.[C:31]([O-])([O-])=O.[K+].[K+]. Product: [Cl:1][C:2]1[CH:28]=[CH:27][C:5]2[N:6]=[C:7]([N:9]([CH3:31])[C@@H:10]3[CH2:14][CH2:13][N:12]([C:15]([C:17]4[C:18]([O:25][CH3:26])=[CH:19][CH:20]=[CH:21][C:22]=4[O:23][CH3:24])=[O:16])[CH2:11]3)[O:8][C:4]=2[CH:3]=1. The catalyst class is: 3. (4) Reactant: [OH:1][CH:2]([C:5]1[CH:10]=[CH:9][CH:8]=[CH:7][C:6]=1[N:11]1[CH2:16][CH2:15][O:14][C:13]2[CH:17]=[C:18]([S:21]([N:24](CC3C=CC(OC)=CC=3)[C:25]3[S:26][CH:27]=[CH:28][N:29]=3)(=[O:23])=[O:22])[CH:19]=[CH:20][C:12]1=2)[CH2:3][OH:4].C(O)(C(F)(F)F)=O. Product: [OH:1][CH:2]([C:5]1[CH:10]=[CH:9][CH:8]=[CH:7][C:6]=1[N:11]1[CH2:16][CH2:15][O:14][C:13]2[CH:17]=[C:18]([S:21]([NH:24][C:25]3[S:26][CH:27]=[CH:28][N:29]=3)(=[O:22])=[O:23])[CH:19]=[CH:20][C:12]1=2)[CH2:3][OH:4]. The catalyst class is: 2. (5) Reactant: [Cl:1][C:2]1[CH:7]=[CH:6][C:5]([CH2:8][CH:9]([N:16]2[CH2:20][CH2:19][NH:18][CH2:17]2)[C:10](=[O:15])[CH:11]([CH3:14])[CH2:12][CH3:13])=[CH:4][CH:3]=1.Br[CH2:22][CH2:23][CH:24]=[C:25]1[C:31]2[CH:32]=[CH:33][CH:34]=[N:35][C:30]=2[CH2:29][O:28][C:27]2[CH:36]=[CH:37][C:38]([C:40]([OH:43])([CH3:42])[CH3:41])=[CH:39][C:26]1=2. Product: [Cl:1][C:2]1[CH:7]=[CH:6][C:5]([CH2:8][CH:9]([N:16]2[CH2:20][CH2:19][N:18]([CH2:22][CH2:23][CH:24]=[C:25]3[C:31]4[CH:32]=[CH:33][CH:34]=[N:35][C:30]=4[CH2:29][O:28][C:27]4[CH:36]=[CH:37][C:38]([C:40]([OH:43])([CH3:42])[CH3:41])=[CH:39][C:26]3=4)[CH2:17]2)[C:10](=[O:15])[CH:11]([CH3:14])[CH2:12][CH3:13])=[CH:4][CH:3]=1. The catalyst class is: 32. (6) Reactant: [F:1][C:2]1[N:7]2[N:8]=[C:9]([C:22]3[CH:27]=[CH:26][C:25]([F:28])=[CH:24][CH:23]=3)[C:10]([C:11]([N:13](C)[C:14](=O)OC(C)(C)C)=[O:12])=[C:6]2[CH:5]=[C:4]([C:29]2[CH:34]=[C:33]([C:35](=[O:46])[NH:36][C:37]3([C:40]4[CH:45]=[CH:44][CH:43]=[CH:42][N:41]=4)[CH2:39][CH2:38]3)[CH:32]=[CH:31][C:30]=2[CH3:47])[CH:3]=1.[C:48]([OH:54])([C:50](F)(F)F)=[O:49]. Product: [C:48]([O-:54])(=[O:49])[CH3:50].[NH4+:7].[F:1][C:2]1[N:7]2[N:8]=[C:9]([C:22]3[CH:27]=[CH:26][C:25]([F:28])=[CH:24][CH:23]=3)[C:10]([C:11]([NH:13][CH3:14])=[O:12])=[C:6]2[CH:5]=[C:4]([C:29]2[CH:34]=[C:33]([C:35](=[O:46])[NH:36][C:37]3([C:40]4[CH:45]=[CH:44][CH:43]=[CH:42][N:41]=4)[CH2:38][CH2:39]3)[CH:32]=[CH:31][C:30]=2[CH3:47])[CH:3]=1. The catalyst class is: 4. (7) Reactant: F[C:2](F)(F)[C:3]([OH:5])=O.[N:8]1[C:12]2([CH2:16][CH2:15][CH2:14][CH2:13]2)[CH2:11][S:10][C:9]=1[NH:17]NC1C=NC(OCC[Si](C)(C)C)=CC=1. Product: [N:8]1[C:12]2([CH2:13][CH2:14][CH2:15][CH2:16]2)[CH2:11][S:10][C:9]=1[NH:17][C:13]1[CH:14]=[CH:2][C:3]([OH:5])=[N:8][CH:12]=1. The catalyst class is: 4. (8) Reactant: Cl.[NH2:2][C:3]1[C:4]([C:15]([NH2:17])=[O:16])=[N:5][C:6]([CH:9]2[CH2:14][CH2:13][NH:12][CH2:11][CH2:10]2)=[N:7][CH:8]=1.[C:18]12([NH:23][C:24]([C:26]3[CH:31]=[C:30](Cl)[N:29]=[C:28]([Cl:33])[N:27]=3)=[O:25])[CH2:22][CH:20]([CH2:21]1)[CH2:19]2. Product: [NH2:2][C:3]1[C:4]([C:15](=[O:16])[NH2:17])=[N:5][C:6]([CH:9]2[CH2:10][CH2:11][N:12]([C:30]3[N:29]=[C:28]([Cl:33])[N:27]=[C:26]([C:24]([NH:23][C:18]45[CH2:21][CH:20]([CH2:22]4)[CH2:19]5)=[O:25])[CH:31]=3)[CH2:13][CH2:14]2)=[N:7][CH:8]=1. The catalyst class is: 5. (9) Reactant: C(NC(C)C)(C)C.[Li]CCCC.[Cl:13][C:14]1[C:19]([Cl:20])=[CH:18][CH:17]=[CH:16][N:15]=1.[C:21](=[O:23])=[O:22]. Product: [Cl:13][C:14]1[C:19]([Cl:20])=[C:18]([CH:17]=[CH:16][N:15]=1)[C:21]([OH:23])=[O:22]. The catalyst class is: 20.